Predict the reactants needed to synthesize the given product. From a dataset of Full USPTO retrosynthesis dataset with 1.9M reactions from patents (1976-2016). Given the product [O:32]1[CH2:33][CH2:34][N:29]([C:35]([O:1][C:2]2[C:3]([C:12]([NH:14][C:15]3[CH:16]=[C:17]([C:25]([F:26])([F:27])[F:28])[CH:18]=[C:19]([C:21]([F:22])([F:23])[F:24])[CH:20]=3)=[O:13])=[CH:4][C:5]3[C:10]([CH:11]=2)=[CH:9][CH:8]=[CH:7][CH:6]=3)=[O:36])[CH2:30][CH2:31]1, predict the reactants needed to synthesize it. The reactants are: [OH:1][C:2]1[C:3]([C:12]([NH:14][C:15]2[CH:20]=[C:19]([C:21]([F:24])([F:23])[F:22])[CH:18]=[C:17]([C:25]([F:28])([F:27])[F:26])[CH:16]=2)=[O:13])=[CH:4][C:5]2[C:10]([CH:11]=1)=[CH:9][CH:8]=[CH:7][CH:6]=2.[N:29]1([C:35](Cl)=[O:36])[CH2:34][CH2:33][O:32][CH2:31][CH2:30]1.